This data is from Catalyst prediction with 721,799 reactions and 888 catalyst types from USPTO. The task is: Predict which catalyst facilitates the given reaction. (1) Reactant: [C:1]([O:5][C:6](=[O:45])[NH:7][CH2:8][CH:9]1[CH2:14][CH2:13][N:12]([C:15]2[CH:24]=[C:23]3[C:18]([CH:19]=[CH:20][CH:21]=[N:22]3)=[CH:17][C:16]=2[NH:25][C:26]([C:28]2[CH:29]=[N:30][N:31]3[CH:36]=[C:35]([O:37]CC4C=CC=CC=4)[CH:34]=[N:33][C:32]=23)=[O:27])[CH2:11][CH2:10]1)([CH3:4])([CH3:3])[CH3:2]. Product: [C:1]([O:5][C:6](=[O:45])[NH:7][CH2:8][CH:9]1[CH2:14][CH2:13][N:12]([C:15]2[CH:24]=[C:23]3[C:18]([CH:19]=[CH:20][CH:21]=[N:22]3)=[CH:17][C:16]=2[NH:25][C:26]([C:28]2[CH:29]=[N:30][N:31]3[CH:36]=[C:35]([OH:37])[CH:34]=[N:33][C:32]=23)=[O:27])[CH2:11][CH2:10]1)([CH3:4])([CH3:2])[CH3:3]. The catalyst class is: 63. (2) Reactant: [NH:1]1[C:9]2[C:4](=[CH:5][C:6](B(O)O)=[CH:7][CH:8]=2)[CH:3]=[CH:2]1.[NH2:13][C:14]1[CH:19]=[N:18][C:17](Br)=[CH:16][N:15]=1.C(=O)([O-])[O-].[Na+].[Na+].C(COC)OC. Product: [NH:1]1[C:9]2[C:4](=[CH:5][C:6]([C:17]3[N:18]=[CH:19][C:14]([NH2:13])=[N:15][CH:16]=3)=[CH:7][CH:8]=2)[CH:3]=[CH:2]1. The catalyst class is: 189. (3) Reactant: [C:1]([O:5][C:6](=[O:37])[CH2:7][CH2:8][N:9]([CH2:17][C:18]([N:20]1[C:28]2[C:23](=[CH:24][C:25]([O:29]CC3C=CC=CC=3)=[CH:26][CH:27]=2)[CH2:22][CH2:21]1)=[O:19])[C:10]([O:12][C:13]([CH3:16])([CH3:15])[CH3:14])=[O:11])([CH3:4])([CH3:3])[CH3:2]. Product: [C:1]([O:5][C:6](=[O:37])[CH2:7][CH2:8][N:9]([C:10]([O:12][C:13]([CH3:16])([CH3:15])[CH3:14])=[O:11])[CH2:17][C:18]([N:20]1[C:28]2[C:23](=[CH:24][C:25]([OH:29])=[CH:26][CH:27]=2)[CH2:22][CH2:21]1)=[O:19])([CH3:4])([CH3:3])[CH3:2]. The catalyst class is: 403. (4) Reactant: [Br:1][C:2]1[CH:3]=[C:4]([CH:9]=[CH:10][C:11](Cl)=[O:12])[CH:5]=[CH:6][C:7]=1[F:8].Cl.[CH3:15][NH:16][O:17][CH3:18].N1C=CC=CC=1. Product: [Br:1][C:2]1[CH:3]=[C:4]([CH:9]=[CH:10][C:11]([N:16]([O:17][CH3:18])[CH3:15])=[O:12])[CH:5]=[CH:6][C:7]=1[F:8]. The catalyst class is: 4. (5) Reactant: [CH3:1][C:2]1[N:6]=[C:5]([C:7]2[N:8]=[C:9]3[N:19]([CH:20]=2)[CH2:18][CH2:17][O:16][C:15]2[C:10]3=[CH:11][CH:12]=[C:13]([C:21]3[CH:22]=[N:23][N:24]([CH3:32])[C:25]=3[CH:26]3[CH2:31][CH2:30][CH2:29][NH:28][CH2:27]3)[CH:14]=2)[N:4]([CH:33]([CH3:35])[CH3:34])[N:3]=1.O1[CH2:41][CH2:40][C:39](=[O:42])CC1. Product: [CH:33]([N:4]1[C:5]([C:7]2[N:8]=[C:9]3[C:10]4[CH:11]=[CH:12][C:13]([C:21]5[CH:22]=[N:23][N:24]([CH3:32])[C:25]=5[CH:26]5[CH2:31][CH2:30][CH2:29][N:28]([CH:40]6[CH2:39][O:42][CH2:41]6)[CH2:27]5)=[CH:14][C:15]=4[O:16][CH2:17][CH2:18][N:19]3[CH:20]=2)=[N:6][C:2]([CH3:1])=[N:3]1)([CH3:35])[CH3:34]. The catalyst class is: 14.